From a dataset of NCI-60 drug combinations with 297,098 pairs across 59 cell lines. Regression. Given two drug SMILES strings and cell line genomic features, predict the synergy score measuring deviation from expected non-interaction effect. (1) Drug 1: CC1=C2C(C(=O)C3(C(CC4C(C3C(C(C2(C)C)(CC1OC(=O)C(C(C5=CC=CC=C5)NC(=O)OC(C)(C)C)O)O)OC(=O)C6=CC=CC=C6)(CO4)OC(=O)C)OC)C)OC. Drug 2: CC1=C(N=C(N=C1N)C(CC(=O)N)NCC(C(=O)N)N)C(=O)NC(C(C2=CN=CN2)OC3C(C(C(C(O3)CO)O)O)OC4C(C(C(C(O4)CO)O)OC(=O)N)O)C(=O)NC(C)C(C(C)C(=O)NC(C(C)O)C(=O)NCCC5=NC(=CS5)C6=NC(=CS6)C(=O)NCCC[S+](C)C)O. Cell line: SF-295. Synergy scores: CSS=54.3, Synergy_ZIP=-1.97, Synergy_Bliss=-4.17, Synergy_Loewe=-0.596, Synergy_HSA=1.92. (2) Drug 2: CC(C)NC(=O)C1=CC=C(C=C1)CNNC.Cl. Synergy scores: CSS=31.7, Synergy_ZIP=-0.579, Synergy_Bliss=-0.228, Synergy_Loewe=-33.1, Synergy_HSA=-5.96. Cell line: SN12C. Drug 1: C1C(C(OC1N2C=NC3=C(N=C(N=C32)Cl)N)CO)O. (3) Drug 1: CN1CCC(CC1)COC2=C(C=C3C(=C2)N=CN=C3NC4=C(C=C(C=C4)Br)F)OC. Drug 2: CN(C(=O)NC(C=O)C(C(C(CO)O)O)O)N=O. Cell line: RPMI-8226. Synergy scores: CSS=-6.87, Synergy_ZIP=-0.412, Synergy_Bliss=-5.56, Synergy_Loewe=-10.1, Synergy_HSA=-10.2. (4) Drug 1: CNC(=O)C1=NC=CC(=C1)OC2=CC=C(C=C2)NC(=O)NC3=CC(=C(C=C3)Cl)C(F)(F)F. Drug 2: CC1C(C(CC(O1)OC2CC(CC3=C2C(=C4C(=C3O)C(=O)C5=CC=CC=C5C4=O)O)(C(=O)C)O)N)O. Cell line: IGROV1. Synergy scores: CSS=70.2, Synergy_ZIP=-2.97, Synergy_Bliss=0.790, Synergy_Loewe=-11.1, Synergy_HSA=2.15. (5) Drug 1: CC1C(C(CC(O1)OC2CC(CC3=C2C(=C4C(=C3O)C(=O)C5=C(C4=O)C(=CC=C5)OC)O)(C(=O)C)O)N)O.Cl. Drug 2: CCCCCOC(=O)NC1=NC(=O)N(C=C1F)C2C(C(C(O2)C)O)O. Cell line: HCC-2998. Synergy scores: CSS=20.0, Synergy_ZIP=-2.85, Synergy_Bliss=5.81, Synergy_Loewe=-5.94, Synergy_HSA=5.55. (6) Drug 1: C1=C(C(=O)NC(=O)N1)F. Drug 2: C1=NC(=NC(=O)N1C2C(C(C(O2)CO)O)O)N. Cell line: SW-620. Synergy scores: CSS=50.5, Synergy_ZIP=1.44, Synergy_Bliss=1.48, Synergy_Loewe=3.33, Synergy_HSA=4.22. (7) Drug 1: CN(C)C1=NC(=NC(=N1)N(C)C)N(C)C. Drug 2: CCN(CC)CCCC(C)NC1=C2C=C(C=CC2=NC3=C1C=CC(=C3)Cl)OC. Cell line: MCF7. Synergy scores: CSS=20.8, Synergy_ZIP=-1.21, Synergy_Bliss=4.41, Synergy_Loewe=-15.5, Synergy_HSA=1.39.